This data is from Catalyst prediction with 721,799 reactions and 888 catalyst types from USPTO. The task is: Predict which catalyst facilitates the given reaction. Reactant: [C:1]([Si:5]([CH3:18])([CH3:17])[O:6][C:7]1[CH:8]=[C:9]2[C:13](=[CH:14][CH:15]=1)[NH:12][N:11]=[C:10]2[I:16])([CH3:4])([CH3:3])[CH3:2].[CH3:19]C(C)([O-])C.[K+].CI. Product: [C:1]([Si:5]([CH3:18])([CH3:17])[O:6][C:7]1[CH:8]=[C:9]2[C:13](=[CH:14][CH:15]=1)[N:12]([CH3:19])[N:11]=[C:10]2[I:16])([CH3:4])([CH3:3])[CH3:2]. The catalyst class is: 1.